From a dataset of Full USPTO retrosynthesis dataset with 1.9M reactions from patents (1976-2016). Predict the reactants needed to synthesize the given product. (1) Given the product [C:23]([NH:26][CH2:27][C:28]1[CH:29]=[CH:30][C:31]([NH:32][C:20]([C:17]2[CH:18]=[CH:19][C:14]([C:3]3[CH:4]=[C:5]([C:8]4[O:9][C:10]([CH3:13])=[N:11][N:12]=4)[CH:6]=[CH:7][C:2]=3[CH3:1])=[CH:15][CH:16]=2)=[O:21])=[CH:33][CH:34]=1)(=[O:25])[CH3:24], predict the reactants needed to synthesize it. The reactants are: [CH3:1][C:2]1[CH:7]=[CH:6][C:5]([C:8]2[O:9][C:10]([CH3:13])=[N:11][N:12]=2)=[CH:4][C:3]=1[C:14]1[CH:19]=[CH:18][C:17]([C:20](O)=[O:21])=[CH:16][CH:15]=1.[C:23]([NH:26][CH2:27][C:28]1[CH:34]=[CH:33][C:31]([NH2:32])=[CH:30][CH:29]=1)(=[O:25])[CH3:24]. (2) Given the product [CH3:6][N+:7]([CH3:8])([CH2:9][CH2:10][CH2:11][CH2:12][CH2:13][CH2:14][CH2:15][CH2:16][CH2:17][CH2:18][CH2:19][CH2:20][CH2:21][CH3:22])[CH2:3][CH2:2][C:1]([O-:4])=[O:5], predict the reactants needed to synthesize it. The reactants are: [C:1]1(=[O:5])[O:4][CH2:3][CH2:2]1.[CH3:6][N:7]([CH2:9][CH2:10][CH2:11][CH2:12][CH2:13][CH2:14][CH2:15][CH2:16][CH2:17][CH2:18][CH2:19][CH2:20][CH2:21][CH3:22])[CH3:8]. (3) Given the product [N:1]1[C:10]2[C:5](=[CH:6][C:7]([CH2:11][N:12]3[C:16]4=[N:17][C:18]([N:21]5[CH2:25][CH2:24][CH:23]([C:26]([NH2:31])=[O:27])[CH2:22]5)=[CH:19][N:20]=[C:15]4[N:14]=[N:13]3)=[CH:8][CH:9]=2)[CH:4]=[CH:3][CH:2]=1, predict the reactants needed to synthesize it. The reactants are: [N:1]1[C:10]2[C:5](=[CH:6][C:7]([CH2:11][N:12]3[C:16]4=[N:17][C:18]([N:21]5[CH2:25][CH2:24][CH:23]([C:26](O)=[O:27])[CH2:22]5)=[CH:19][N:20]=[C:15]4[N:14]=[N:13]3)=[CH:8][CH:9]=2)[CH:4]=[CH:3][CH:2]=1.O.O[N:31]1C2C=CC=CC=2N=N1.Cl.CN(C)CCCN=C=NCC.CN1CCOCC1.N. (4) Given the product [F:5][C:6]1[CH:7]=[C:8]([CH:12]=[CH:13][C:14]=1[O:15][C:16](=[O:18])[CH3:17])[C:9]([OH:11])=[O:10], predict the reactants needed to synthesize it. The reactants are: [N+]([O-])(O)=O.[F:5][C:6]1[CH:7]=[C:8]([CH:12]=[CH:13][C:14]=1[OH:15])[C:9]([OH:11])=[O:10].[C:16](Cl)(=[O:18])[CH3:17].